The task is: Regression. Given a peptide amino acid sequence and an MHC pseudo amino acid sequence, predict their binding affinity value. This is MHC class I binding data.. This data is from Peptide-MHC class I binding affinity with 185,985 pairs from IEDB/IMGT. (1) The peptide sequence is RTKNKLFPEV. The binding affinity (normalized) is 0. The MHC is Mamu-A01 with pseudo-sequence Mamu-A01. (2) The peptide sequence is RISDRATRK. The MHC is HLA-A03:01 with pseudo-sequence HLA-A03:01. The binding affinity (normalized) is 0.304.